From a dataset of Reaction yield outcomes from USPTO patents with 853,638 reactions. Predict the reaction yield, written as a fraction of the theoretical maximum amount of product (1.0 means a 100% yield; for example, 0.34 means a 34% yield). (1) The reactants are [F:1][C:2]1[CH:7]=[C:6]([O:8][CH2:9][C:10]2[CH:11]=[C:12]([C:16]3[C:21]([CH3:22])=[CH:20][C:19]([OH:23])=[CH:18][C:17]=3[CH3:24])[CH:13]=[CH:14][CH:15]=2)[CH:5]=[CH:4][C:3]=1[CH2:25][CH2:26][C:27]([O:29][CH2:30][CH3:31])=[O:28].[S:32]1[CH2:37][CH2:36][CH:35](O)[CH2:34][CH2:33]1.C1(P(C2C=CC=CC=2)C2C=CC=CC=2)C=CC=CC=1.N(C(OCC)=O)=NC(OCC)=O. The catalyst is O1CCCC1. The product is [CH3:22][C:21]1[CH:20]=[C:19]([O:23][CH:35]2[CH2:36][CH2:37][S:32][CH2:33][CH2:34]2)[CH:18]=[C:17]([CH3:24])[C:16]=1[C:12]1[CH:13]=[CH:14][CH:15]=[C:10]([CH2:9][O:8][C:6]2[CH:5]=[CH:4][C:3]([CH2:25][CH2:26][C:27]([O:29][CH2:30][CH3:31])=[O:28])=[C:2]([F:1])[CH:7]=2)[CH:11]=1. The yield is 0.910. (2) The reactants are [CH2:1]([O:8][C:9]1[CH:10]=[C:11]([CH:14]=[CH:15][C:16]=1[O:17][CH2:18][C:19]1[CH:24]=[CH:23][C:22]([C:25]([F:28])([F:27])[F:26])=[CH:21][C:20]=1[C:29]([F:32])([F:31])[F:30])[CH:12]=O)[C:2]1[CH:7]=[CH:6][CH:5]=[CH:4][CH:3]=1.[CH3:33][NH:34][C:35]1[CH2:39][S:38][C:37](=[O:40])[N:36]=1.CC(C)([O-])C.[K+]. The catalyst is C(O)C. The product is [CH2:1]([O:8][C:9]1[CH:10]=[C:11](/[CH:12]=[C:39]2/[C:35]([NH:34][CH3:33])=[N:36][C:37](=[O:40])[S:38]/2)[CH:14]=[CH:15][C:16]=1[O:17][CH2:18][C:19]1[CH:24]=[CH:23][C:22]([C:25]([F:26])([F:27])[F:28])=[CH:21][C:20]=1[C:29]([F:30])([F:32])[F:31])[C:2]1[CH:3]=[CH:4][CH:5]=[CH:6][CH:7]=1. The yield is 0.380.